This data is from Peptide-MHC class II binding affinity with 134,281 pairs from IEDB. The task is: Regression. Given a peptide amino acid sequence and an MHC pseudo amino acid sequence, predict their binding affinity value. This is MHC class II binding data. (1) The peptide sequence is HEMNNGGDAMYMALI. The MHC is HLA-DQA10501-DQB10303 with pseudo-sequence HLA-DQA10501-DQB10303. The binding affinity (normalized) is 0.527. (2) The peptide sequence is KQKLVSTCITSMAER. The MHC is DRB1_0101 with pseudo-sequence DRB1_0101. The binding affinity (normalized) is 0.628. (3) The peptide sequence is EKVYTMDGEYRLRGEERK. The MHC is DRB1_1501 with pseudo-sequence DRB1_1501. The binding affinity (normalized) is 0.0547. (4) The MHC is HLA-DQA10104-DQB10503 with pseudo-sequence HLA-DQA10104-DQB10503. The binding affinity (normalized) is 0.0488. The peptide sequence is QGEPGAVIRGKKGAG. (5) The peptide sequence is PFAATHNPWASQRF. The MHC is DRB1_1501 with pseudo-sequence DRB1_1501. The binding affinity (normalized) is 0.266.